From a dataset of Reaction yield outcomes from USPTO patents with 853,638 reactions. Predict the reaction yield, written as a fraction of the theoretical maximum amount of product (1.0 means a 100% yield; for example, 0.34 means a 34% yield). (1) The reactants are [Cl:1][C:2]1[N:7]=[C:6]([NH:8][NH:9][C:10](=[O:30])[C@H:11]([CH2:24][CH:25]2[CH2:29][CH2:28][CH2:27][CH2:26]2)[CH2:12][N:13]([O:16]CC2C=CC=CC=2)[CH:14]=[O:15])[C:5]([F:31])=[C:4]([N:32]2[CH2:36][CH2:35][CH:34]([N:37]([CH3:39])[CH3:38])[C:33]2([CH3:41])[CH3:40])[N:3]=1. The catalyst is CO.[Rh]. The product is [Cl:1][C:2]1[N:7]=[C:6]([NH:8][NH:9][C:10](=[O:30])[C@H:11]([CH2:24][CH:25]2[CH2:29][CH2:28][CH2:27][CH2:26]2)[CH2:12][N:13]([OH:16])[CH:14]=[O:15])[C:5]([F:31])=[C:4]([N:32]2[CH2:36][CH2:35][CH:34]([N:37]([CH3:39])[CH3:38])[C:33]2([CH3:41])[CH3:40])[N:3]=1. The yield is 0.460. (2) The reactants are [C:1]([O:5][C:6]([NH:8][CH2:9][C:10]([OH:12])=O)=[O:7])([CH3:4])([CH3:3])[CH3:2].CN(C(ON1N=NC2C=CC=NC1=2)=[N+](C)C)C.F[P-](F)(F)(F)(F)F.C(N(C(C)C)CC)(C)C.[NH:46]1[CH2:51][CH2:50][CH2:49][C@@H:48]([NH:52][C:53]2[CH:58]=[N:57][CH:56]=[C:55]([C:59]3[CH:60]=[N:61][N:62]4[CH:67]=[CH:66][CH:65]=[CH:64][C:63]=34)[N:54]=2)[CH2:47]1. The catalyst is CN(C=O)C. The product is [O:12]=[C:10]([N:46]1[CH2:51][CH2:50][CH2:49][C@@H:48]([NH:52][C:53]2[CH:58]=[N:57][CH:56]=[C:55]([C:59]3[CH:60]=[N:61][N:62]4[CH:67]=[CH:66][CH:65]=[CH:64][C:63]=34)[N:54]=2)[CH2:47]1)[CH2:9][NH:8][C:6](=[O:7])[O:5][C:1]([CH3:2])([CH3:3])[CH3:4]. The yield is 0.570.